Dataset: Catalyst prediction with 721,799 reactions and 888 catalyst types from USPTO. Task: Predict which catalyst facilitates the given reaction. (1) Reactant: Br[C:2]1[C:3]([NH:10][CH:11]2[CH2:15][CH2:14][CH2:13][CH2:12]2)=[N:4][C:5]([C:8]#[N:9])=[N:6][CH:7]=1.[C:16]1([CH2:22][CH2:23][C:24]#[CH:25])[CH:21]=[CH:20][CH:19]=[CH:18][CH:17]=1.C(N(CC)CC)C.[Cl-].[NH4+]. Product: [CH:11]1([NH:10][C:3]2[C:2]([C:25]#[C:24][CH2:23][CH2:22][C:16]3[CH:21]=[CH:20][CH:19]=[CH:18][CH:17]=3)=[CH:7][N:6]=[C:5]([C:8]#[N:9])[N:4]=2)[CH2:15][CH2:14][CH2:13][CH2:12]1. The catalyst class is: 538. (2) Reactant: [CH3:1][C:2]1[O:3][C:4]2[C:9]([C:10](=[O:12])[CH:11]=1)=[CH:8][CH:7]=[CH:6][C:5]=2[CH:13]=O.[CH3:15][C:16](=O)[CH2:17][C:18](=[O:20])[CH3:19].[NH2:22]/[C:23](/[CH3:32])=[CH:24]\[C:25]([O:27][C:28]([CH3:31])([CH3:30])[CH3:29])=[O:26].C(O)(=O)C. Product: [C:18]([C:17]1[CH:13]([C:5]2[CH:6]=[CH:7][CH:8]=[C:9]3[C:4]=2[O:3][C:2]([CH3:1])=[CH:11][C:10]3=[O:12])[C:24]([C:25]([O:27][C:28]([CH3:31])([CH3:30])[CH3:29])=[O:26])=[C:23]([CH3:32])[NH:22][C:16]=1[CH3:15])(=[O:20])[CH3:19]. The catalyst class is: 41.